This data is from Reaction yield outcomes from USPTO patents with 853,638 reactions. The task is: Predict the reaction yield, written as a fraction of the theoretical maximum amount of product (1.0 means a 100% yield; for example, 0.34 means a 34% yield). (1) The reactants are [Cl:1][C:2]1[CH:10]=[CH:9][CH:8]=[C:7]2[C:3]=1[C:4]1([CH2:21][O:20][C:19]3[CH:22]=[C:23]4[C:27](=[CH:28][C:18]1=3)[CH2:26][CH2:25][O:24]4)[C:5](=[O:17])[N:6]2[CH2:11][C:12]([O:14]CC)=[O:13].O=C1C2(C3=CC4OCOC=4C=C3OC2)C2C(=CC=CC=2)N1CC(OCC)=O. No catalyst specified. The product is [Cl:1][C:2]1[CH:10]=[CH:9][CH:8]=[C:7]2[C:3]=1[C:4]1([CH2:21][O:20][C:19]3[CH:22]=[C:23]4[C:27](=[CH:28][C:18]1=3)[CH2:26][CH2:25][O:24]4)[C:5](=[O:17])[N:6]2[CH2:11][C:12]([OH:14])=[O:13]. The yield is 0.920. (2) The reactants are [CH3:1][C:2]1[CH:11]=[CH:10][C:9]2[C:4](=[CH:5][CH:6]=[CH:7][C:8]=2[N:12]2[CH2:17][CH2:16][N:15]([CH2:18][CH2:19][C:20]3[CH:21]=[C:22]([CH:24]=[CH:25][CH:26]=3)[NH2:23])[CH2:14][CH2:13]2)[N:3]=1.[Cl:27][C:28]([O:30][CH2:31][CH2:32][CH3:33])=[O:29]. No catalyst specified. The product is [ClH:27].[ClH:27].[CH3:1][C:2]1[CH:11]=[CH:10][C:9]2[C:4](=[CH:5][CH:6]=[CH:7][C:8]=2[N:12]2[CH2:13][CH2:14][N:15]([CH2:18][CH2:19][C:20]3[CH:21]=[C:22]([NH:23][C:28](=[O:29])[O:30][CH2:31][CH2:32][CH3:33])[CH:24]=[CH:25][CH:26]=3)[CH2:16][CH2:17]2)[N:3]=1. The yield is 0.780. (3) The reactants are [F:1][C:2]([F:12])([F:11])[C:3]1[CH:10]=[CH:9][C:6]([CH2:7][OH:8])=[CH:5][CH:4]=1.[H-].[Na+].[F:15][C:16]1[CH:23]=[CH:22][CH:21]=[C:20](F)[C:17]=1[C:18]#[N:19]. The product is [F:15][C:16]1[CH:23]=[CH:22][CH:21]=[C:20]([O:8][CH2:7][C:6]2[CH:9]=[CH:10][C:3]([C:2]([F:11])([F:12])[F:1])=[CH:4][CH:5]=2)[C:17]=1[C:18]#[N:19]. The catalyst is CN(C)C=O. The yield is 0.450. (4) The yield is 0.740. The reactants are Cl[C:2]1[C:11]2[C:6](=[CH:7][CH:8]=[CH:9][C:10]=2[O:12][CH:13]2[CH2:18][CH2:17][N:16]([CH3:19])[CH2:15][CH2:14]2)[N:5]=[CH:4][N:3]=1.[CH3:20][C@@H:21]([NH2:28])[C:22]1[CH:27]=[CH:26][CH:25]=[CH:24][CH:23]=1. The catalyst is O1CCOCC1. The product is [CH3:19][N:16]1[CH2:17][CH2:18][CH:13]([O:12][C:10]2[CH:9]=[CH:8][CH:7]=[C:6]3[C:11]=2[C:2]([NH:28][C@@H:21]([C:22]2[CH:27]=[CH:26][CH:25]=[CH:24][CH:23]=2)[CH3:20])=[N:3][CH:4]=[N:5]3)[CH2:14][CH2:15]1. (5) The reactants are [Br:1][C:2]1[CH:7]=[CH:6][CH:5]=[CH:4][C:3]=1[CH2:8][CH2:9]Br.[S:11]([O-:14])([O-:13])=[O:12].[Na+:15].[Na+]. The catalyst is C(O)C.O. The product is [Br:1][C:2]1[CH:7]=[CH:6][CH:5]=[CH:4][C:3]=1[CH2:8][CH2:9][S:11]([O-:14])(=[O:13])=[O:12].[Na+:15]. The yield is 0.590. (6) The reactants are S(=O)(=O)(O)O.[Br:6][C:7]1[CH:12]=[CH:11][C:10]([CH2:13][C:14]([OH:16])=[O:15])=[CH:9][CH:8]=1.[CH3:17]O. No catalyst specified. The product is [Br:6][C:7]1[CH:8]=[CH:9][C:10]([CH2:13][C:14]([O:16][CH3:17])=[O:15])=[CH:11][CH:12]=1. The yield is 1.00.